Dataset: Reaction yield outcomes from USPTO patents with 853,638 reactions. Task: Predict the reaction yield, written as a fraction of the theoretical maximum amount of product (1.0 means a 100% yield; for example, 0.34 means a 34% yield). (1) The reactants are [NH2:1][C:2]1[N:10]=[CH:9][N:8]=[C:7]2[C:3]=1[N:4]=[CH:5][N:6]2[CH2:11][C:12]1[O:13][C:14]2[C:19]([C:20](=[O:28])[C:21]=1[C:22]1[CH:27]=[CH:26][CH:25]=[CH:24][CH:23]=1)=[CH:18][C:17](Br)=[CH:16][CH:15]=2.[H][H].ClCCl. The catalyst is CO.[Pd]. The product is [NH2:1][C:2]1[N:10]=[CH:9][N:8]=[C:7]2[C:3]=1[N:4]=[CH:5][N:6]2[CH2:11][C:12]1[O:13][C:14]2[C:19]([C:20](=[O:28])[C:21]=1[C:22]1[CH:27]=[CH:26][CH:25]=[CH:24][CH:23]=1)=[CH:18][CH:17]=[CH:16][CH:15]=2. The yield is 0.370. (2) The reactants are [CH3:1][C:2]1[CH:7]=[CH:6][C:5]([NH:8][C:9](=[O:26])[C:10]2[CH:15]=[C:14]([C:16]([F:19])([F:18])[F:17])[CH:13]=[C:12]([N:20]3[CH:24]=[C:23]([CH3:25])[N:22]=[CH:21]3)[CH:11]=2)=[CH:4][C:3]=1[NH:27][C:28]([N:30]1[C:34]2[N:35]=[CH:36][N:37]=[C:38](Cl)[C:33]=2[CH:32]=[CH:31]1)=[O:29].[NH2:40][C:41]1[CH:42]=[C:43]([S:47]([NH2:50])(=[O:49])=[O:48])[CH:44]=[CH:45][CH:46]=1. The catalyst is C(O)(=O)C. The product is [CH3:1][C:2]1[CH:7]=[CH:6][C:5]([NH:8][C:9](=[O:26])[C:10]2[CH:15]=[C:14]([C:16]([F:19])([F:18])[F:17])[CH:13]=[C:12]([N:20]3[CH:24]=[C:23]([CH3:25])[N:22]=[CH:21]3)[CH:11]=2)=[CH:4][C:3]=1[NH:27][C:28]([N:30]1[C:34]2[N:35]=[CH:36][N:37]=[C:38]([NH:40][C:41]3[CH:46]=[CH:45][CH:44]=[C:43]([S:47](=[O:49])(=[O:48])[NH2:50])[CH:42]=3)[C:33]=2[CH:32]=[CH:31]1)=[O:29]. The yield is 0.570. (3) The reactants are [CH2:1]([O:8][C@@H:9]1[C@@H:29]([CH2:30][O:31][CH2:32][C:33]2[CH:38]=[CH:37][CH:36]=[CH:35][CH:34]=2)[O:28][C@H:12]([O:13][CH2:14][CH2:15][CH2:16][NH:17][C:18]([O:20][CH2:21][C:22]2[CH:27]=[CH:26][CH:25]=[CH:24][CH:23]=2)=[O:19])[C@@H:11]([OH:39])[C@H:10]1[OH:40])[C:2]1[CH:7]=[CH:6][CH:5]=[CH:4][CH:3]=1.[CH3:41][O:42][C:43]1[CH:48]=[CH:47][C:46]([CH2:49]Br)=[CH:45][CH:44]=1.C1CCCCC1.CCOC(C)=O. The catalyst is C1(C)C=CC=CC=1.CCCC[N+](CCCC)(CCCC)CCCC.[I-]. The product is [CH2:1]([O:8][C@@H:9]1[C@@H:29]([CH2:30][O:31][CH2:32][C:33]2[CH:38]=[CH:37][CH:36]=[CH:35][CH:34]=2)[O:28][C@H:12]([O:13][CH2:14][CH2:15][CH2:16][NH:17][C:18]([O:20][CH2:21][C:22]2[CH:23]=[CH:24][CH:25]=[CH:26][CH:27]=2)=[O:19])[C@@H:11]([OH:39])[C@@:10]1([CH2:49][C:46]1[CH:47]=[CH:48][C:43]([O:42][CH3:41])=[CH:44][CH:45]=1)[OH:40])[C:2]1[CH:3]=[CH:4][CH:5]=[CH:6][CH:7]=1. The yield is 0.690. (4) The reactants are C([C@@H]1N(C(=O)C2C=CC(OC3C=CC=CC=3)=CC=2)C[C@H](CC(C)C)NC1=O)C(C)C.[CH2:31]([C@@H:35]1[NH:40][CH2:39][C@H:38]([CH2:41][CH:42]([CH3:44])[CH3:43])[NH:37][C:36]1=[O:45])[CH:32]([CH3:34])[CH3:33].[C:46]1([C:52]2[S:53][CH:54]=[C:55]([C:57](O)=[O:58])[N:56]=2)[CH:51]=[CH:50][CH:49]=[CH:48][CH:47]=1. No catalyst specified. The product is [CH2:31]([C@@H:35]1[N:40]([C:57]([C:55]2[N:56]=[C:52]([C:46]3[CH:47]=[CH:48][CH:49]=[CH:50][CH:51]=3)[S:53][CH:54]=2)=[O:58])[CH2:39][C@H:38]([CH2:41][CH:42]([CH3:44])[CH3:43])[NH:37][C:36]1=[O:45])[CH:32]([CH3:34])[CH3:33]. The yield is 0.308. (5) The reactants are BrCCBr.C[Si](Cl)(C)C.[CH3:10][O:11][C:12](=[O:21])/[C:13](/I)=[CH:14]\[CH:15]1[CH2:19][CH2:18][CH2:17][CH2:16]1.C1(P(C2C=CC=CC=2)C2C=CC=CC=2)C=CC=CC=1.[F:41][C:42]1[CH:47]=[C:46](I)[CH:45]=[CH:44][C:43]=1[N:49]1[C:53]([CH3:54])=[N:52][N:51]=[N:50]1.[Cl-].[NH4+]. The catalyst is O1CCCC1.[Zn].C1C=CC(/C=C/C(/C=C/C2C=CC=CC=2)=O)=CC=1.C1C=CC(/C=C/C(/C=C/C2C=CC=CC=2)=O)=CC=1.[Pd]. The product is [CH3:10][O:11][C:12](=[O:21])/[C:13](/[C:46]1[CH:45]=[CH:44][C:43]([N:49]2[C:53]([CH3:54])=[N:52][N:51]=[N:50]2)=[C:42]([F:41])[CH:47]=1)=[CH:14]/[CH:15]1[CH2:19][CH2:18][CH2:17][CH2:16]1. The yield is 0.680. (6) The reactants are [C:1]([O:5][C:6](=[O:38])[NH:7][C@:8]12[CH2:34][CH2:33][C@@H:32]([C:35]([CH3:37])=[CH2:36])[C@@H:9]1[C@@H:10]1[C@@:23]([CH3:26])([CH2:24][CH2:25]2)[C@@:22]2([CH3:27])[C@@H:13]([C@:14]3([CH3:31])[C@@H:19]([CH2:20][CH2:21]2)[C:18]([CH3:29])([CH3:28])[C:17](=[O:30])[CH2:16][CH2:15]3)[CH2:12][CH2:11]1)([CH3:4])([CH3:3])[CH3:2].C[Si]([N-][Si](C)(C)C)(C)C.[K+].[F:49][C:50]([F:69])([F:68])[S:51](N(C1C=CC=CC=1)[S:51]([C:50]([F:69])([F:68])[F:49])(=[O:53])=[O:52])(=[O:53])=[O:52]. The catalyst is C1COCC1. The product is [F:49][C:50]([F:69])([F:68])[S:51]([O:30][C:17]1[C:18]([CH3:28])([CH3:29])[C@H:19]2[C@:14]([CH3:31])([CH2:15][CH:16]=1)[C@@H:13]1[C@:22]([CH3:27])([C@@:23]3([CH3:26])[C@H:10]([CH2:11][CH2:12]1)[C@H:9]1[C@H:32]([C:35]([CH3:37])=[CH2:36])[CH2:33][CH2:34][C@:8]1([NH:7][C:6]([O:5][C:1]([CH3:2])([CH3:3])[CH3:4])=[O:38])[CH2:25][CH2:24]3)[CH2:21][CH2:20]2)(=[O:53])=[O:52]. The yield is 0.119.